Dataset: TCR-epitope binding with 47,182 pairs between 192 epitopes and 23,139 TCRs. Task: Binary Classification. Given a T-cell receptor sequence (or CDR3 region) and an epitope sequence, predict whether binding occurs between them. (1) The epitope is YLNTLTLAV. The TCR CDR3 sequence is CASSYTDTAFYEQYF. Result: 1 (the TCR binds to the epitope). (2) The epitope is IVTDFSVIK. The TCR CDR3 sequence is CASSQEDRVGDTQYF. Result: 0 (the TCR does not bind to the epitope). (3) The epitope is IVDTVSALV. The TCR CDR3 sequence is CASSFGDSYEQYF. Result: 1 (the TCR binds to the epitope). (4) The epitope is ILHCANFNV. The TCR CDR3 sequence is CAGSRRTSGGADTQYF. Result: 0 (the TCR does not bind to the epitope). (5) The epitope is KRWIIMGLNK. The TCR CDR3 sequence is CASSLVGRGLDEQYF. Result: 1 (the TCR binds to the epitope). (6) The epitope is AVFDRKSDAK. The TCR CDR3 sequence is CASSKVFRAGANVLTF. Result: 0 (the TCR does not bind to the epitope). (7) The epitope is EIYKRWII. The TCR CDR3 sequence is CASSIIKGNQPQHF. Result: 1 (the TCR binds to the epitope).